This data is from Full USPTO retrosynthesis dataset with 1.9M reactions from patents (1976-2016). The task is: Predict the reactants needed to synthesize the given product. Given the product [ClH:1].[CH:2]1([C:5]([C:7]2[N:11]=[CH:10][O:9][N:8]=2)([NH2:12])[CH3:6])[CH2:4][CH2:3]1, predict the reactants needed to synthesize it. The reactants are: [ClH:1].[CH:2]1([C:5]([NH:12][S@@](C(C)(C)C)=O)([C:7]2[N:11]=[CH:10][O:9][N:8]=2)[CH3:6])[CH2:4][CH2:3]1.